This data is from Forward reaction prediction with 1.9M reactions from USPTO patents (1976-2016). The task is: Predict the product of the given reaction. (1) Given the reactants [C:1]1([S:7]([CH2:10][C:11]2[C:16]([C:17]([O:19][CH3:20])=[O:18])=[C:15]([O:21][CH2:22][CH2:23][N:24]([C:26]([O:28][C:29]([CH3:32])([CH3:31])[CH3:30])=[O:27])C)[C:14]([C:33]3[CH:37]=[CH:36][O:35][CH:34]=3)=[CH:13][CH:12]=2)(=[O:9])=[O:8])[CH:6]=[CH:5][CH:4]=[CH:3][CH:2]=1.[C:38]1(S(CC2C(C(O)=O)=C(O)C(C3C=COC=3)=CC=2)(=O)=O)C=CC=CC=1.C(OC(NC(C)CO)=O)(C)(C)C, predict the reaction product. The product is: [C:1]1([S:7]([CH2:10][C:11]2[C:16]([C:17]([O:19][CH3:20])=[O:18])=[C:15]([O:21][CH2:22][CH:23]([NH:24][C:26]([O:28][C:29]([CH3:30])([CH3:31])[CH3:32])=[O:27])[CH3:38])[C:14]([C:33]3[CH:37]=[CH:36][O:35][CH:34]=3)=[CH:13][CH:12]=2)(=[O:8])=[O:9])[CH:2]=[CH:3][CH:4]=[CH:5][CH:6]=1. (2) Given the reactants C(=O)([O-])[O-].[K+].[K+].Br[CH2:8][C:9]([NH:11][C:12]1[C:13]([S:22][CH2:23][CH3:24])=[N:14][C:15]([CH3:21])=[CH:16][C:17]=1[S:18][CH2:19][CH3:20])=[O:10].[SH:25][C:26]1[O:27][C:28]2[CH:34]=[CH:33][CH:32]=[CH:31][C:29]=2[N:30]=1, predict the reaction product. The product is: [O:27]1[C:28]2[CH:34]=[CH:33][CH:32]=[CH:31][C:29]=2[N:30]=[C:26]1[S:25][CH2:8][C:9]([NH:11][C:12]1[C:13]([S:22][CH2:23][CH3:24])=[N:14][C:15]([CH3:21])=[CH:16][C:17]=1[S:18][CH2:19][CH3:20])=[O:10]. (3) Given the reactants [Cl:1][C:2]1[C:3]([O:29][C:30]2[CH:35]=[CH:34][C:33]([Cl:36])=[CH:32][C:31]=2[C:37]2[CH:42]=[CH:41][N:40]=[C:39]([C:43]#[N:44])[CH:38]=2)=[CH:4][C:5]([F:28])=[C:6]([S:8]([N:11](CC2C=CC(OC)=CC=2OC)[C:12]2[S:16][N:15]=[CH:14][N:13]=2)(=[O:10])=[O:9])[CH:7]=1, predict the reaction product. The product is: [NH2:44][CH2:43][C:39]1[CH:38]=[C:37]([C:31]2[CH:32]=[C:33]([Cl:36])[CH:34]=[CH:35][C:30]=2[O:29][C:3]2[C:2]([Cl:1])=[CH:7][C:6]([S:8]([NH:11][C:12]3[S:16][N:15]=[CH:14][N:13]=3)(=[O:9])=[O:10])=[C:5]([F:28])[CH:4]=2)[CH:42]=[CH:41][N:40]=1. (4) Given the reactants [F:1][C:2]1[CH:3]=[C:4]([CH:29]=[C:30]([N:32]2[CH2:37][CH2:36][CH2:35][CH2:34][CH2:33]2)[CH:31]=1)[C:5]([NH:7][C:8]1[C:17]2[C:12](=[CH:13][CH:14]=[CH:15][CH:16]=2)[C:11]([O:18][C:19]2[CH:24]=[CH:23][N:22]=[C:21](S(C)(=O)=O)[N:20]=2)=[CH:10][CH:9]=1)=[O:6].[N:38]#[C:39][NH2:40], predict the reaction product. The product is: [C:39]([NH:40][C:21]1[N:20]=[C:19]([O:18][C:11]2[C:12]3[C:17](=[CH:16][CH:15]=[CH:14][CH:13]=3)[C:8]([NH:7][C:5](=[O:6])[C:4]3[CH:29]=[C:30]([N:32]4[CH2:37][CH2:36][CH2:35][CH2:34][CH2:33]4)[CH:31]=[C:2]([F:1])[CH:3]=3)=[CH:9][CH:10]=2)[CH:24]=[CH:23][N:22]=1)#[N:38]. (5) Given the reactants [CH3:1][N:2]([CH3:25])[C:3]([C:5]1[N:14]([C:15]2[CH:20]=[CH:19][C:18]([C:21]([CH3:24])([CH3:23])[CH3:22])=[CH:17][CH:16]=2)[C:8]2[N:9]=[C:10](Cl)[N:11]=[CH:12][C:7]=2[CH:6]=1)=[O:4].[C:26]([O:30][C:31]([N:33]1[CH:38]2[CH2:39][CH2:40][CH:34]1[CH2:35][N:36]([C:41]([C:43]1[CH:44]=[N:45][C:46]([NH2:49])=[CH:47][CH:48]=1)=[O:42])[CH2:37]2)=[O:32])([CH3:29])([CH3:28])[CH3:27], predict the reaction product. The product is: [C:26]([O:30][C:31]([N:33]1[CH:34]2[CH2:40][CH2:39][CH:38]1[CH2:37][N:36]([C:41]([C:43]1[CH:44]=[N:45][C:46]([NH:49][C:10]3[N:11]=[CH:12][C:7]4[CH:6]=[C:5]([C:3](=[O:4])[N:2]([CH3:25])[CH3:1])[N:14]([C:15]5[CH:20]=[CH:19][C:18]([C:21]([CH3:24])([CH3:23])[CH3:22])=[CH:17][CH:16]=5)[C:8]=4[N:9]=3)=[CH:47][CH:48]=1)=[O:42])[CH2:35]2)=[O:32])([CH3:29])([CH3:27])[CH3:28]. (6) Given the reactants COCCO[AlH2-]OCCOC.[Na+].[CH3:13][C:14]1([CH2:22][C:23]([CH3:25])=[CH2:24])[CH2:19][CH2:18][CH2:17][CH:16]([CH3:20])[C:15]1=[O:21], predict the reaction product. The product is: [CH3:24][C:23]1([CH3:25])[CH2:22][C:14]2([CH3:13])[CH2:19][CH2:18][CH2:17][CH:16]([CH3:20])[CH:15]2[O:21]1.